This data is from Peptide-MHC class II binding affinity with 134,281 pairs from IEDB. The task is: Regression. Given a peptide amino acid sequence and an MHC pseudo amino acid sequence, predict their binding affinity value. This is MHC class II binding data. (1) The MHC is HLA-DQA10501-DQB10201 with pseudo-sequence HLA-DQA10501-DQB10201. The peptide sequence is EGKIILVAVHVASGYIE. The binding affinity (normalized) is 0.201. (2) The peptide sequence is RTITADTFRKLFRVY. The MHC is DRB1_0301 with pseudo-sequence DRB1_0301. The binding affinity (normalized) is 0.544. (3) The peptide sequence is AMFVEDIAMGYVVSS. The MHC is DRB1_0401 with pseudo-sequence DRB1_0401. The binding affinity (normalized) is 0.263. (4) The MHC is HLA-DPA10201-DPB11401 with pseudo-sequence HLA-DPA10201-DPB11401. The binding affinity (normalized) is 0.854. The peptide sequence is AFKVAATAANAAPAQ.